Dataset: NCI-60 drug combinations with 297,098 pairs across 59 cell lines. Task: Regression. Given two drug SMILES strings and cell line genomic features, predict the synergy score measuring deviation from expected non-interaction effect. (1) Drug 1: CNC(=O)C1=CC=CC=C1SC2=CC3=C(C=C2)C(=NN3)C=CC4=CC=CC=N4. Drug 2: CC1OCC2C(O1)C(C(C(O2)OC3C4COC(=O)C4C(C5=CC6=C(C=C35)OCO6)C7=CC(=C(C(=C7)OC)O)OC)O)O. Cell line: HCT116. Synergy scores: CSS=52.9, Synergy_ZIP=-5.19, Synergy_Bliss=-6.51, Synergy_Loewe=-6.89, Synergy_HSA=-3.65. (2) Drug 1: CC1CCC2CC(C(=CC=CC=CC(CC(C(=O)C(C(C(=CC(C(=O)CC(OC(=O)C3CCCCN3C(=O)C(=O)C1(O2)O)C(C)CC4CCC(C(C4)OC)OCCO)C)C)O)OC)C)C)C)OC. Drug 2: C1=NC2=C(N1)C(=S)N=CN2. Cell line: HCT-15. Synergy scores: CSS=32.1, Synergy_ZIP=-3.67, Synergy_Bliss=-2.26, Synergy_Loewe=0.907, Synergy_HSA=0.928.